From a dataset of Catalyst prediction with 721,799 reactions and 888 catalyst types from USPTO. Predict which catalyst facilitates the given reaction. (1) The catalyst class is: 11. Product: [Br-:14].[CH3:7][O:8][C:9]1[CH:16]=[CH:15][C:12]([CH2:13][N:4]2[CH:5]=[CH:6][N+:2]([CH3:1])=[CH:3]2)=[CH:11][CH:10]=1. Reactant: [CH3:1][N:2]1[CH:6]=[CH:5][N:4]=[CH:3]1.[CH3:7][O:8][C:9]1[CH:16]=[CH:15][C:12]([CH2:13][Br:14])=[CH:11][CH:10]=1. (2) Reactant: [OH:1][C@@H:2]([C:7]1[C:36]([CH3:37])=[N:35][C:34]2=[CH:38][C:31]3=[N:32][N:33]2[C:8]=1[N:9]1[CH2:43][CH2:42][C:12]([CH3:44])([O:13][CH2:14][CH2:15][CH2:16][CH2:17][C@H:18]([CH3:41])[O:19][C:20]2[CH:21]=[CH:22][C:23]([CH3:40])=[CH:24][C:25]=2[C:26]2[CH:39]=[C:30]3[CH:29]=[CH:28][CH:27]=2)[CH2:11][CH2:10]1)[C:3]([O:5]C)=[O:4].C(O[C:49]1([CH3:53])[CH2:52][CH2:51][CH2:50]1)(=O)C.Cl(O)(=O)(=O)=O.[OH-].[Na+]. Product: [CH3:53][C:49]1([O:1][C@@H:2]([C:7]2[C:36]([CH3:37])=[N:35][C:34]3=[CH:38][C:31]4=[N:32][N:33]3[C:8]=2[N:9]2[CH2:43][CH2:42][C:12]([CH3:44])([O:13][CH2:14][CH2:15][CH2:16][CH2:17][C@H:18]([CH3:41])[O:19][C:20]3[CH:21]=[CH:22][C:23]([CH3:40])=[CH:24][C:25]=3[C:26]3[CH:39]=[C:30]4[CH:29]=[CH:28][CH:27]=3)[CH2:11][CH2:10]2)[C:3]([OH:5])=[O:4])[CH2:52][CH2:51][CH2:50]1. The catalyst class is: 61. (3) Reactant: [CH2:1]([N:3]([CH2:24][CH3:25])[C:4]1[CH:9]=[C:8]([O:10][CH3:11])[CH:7]=[CH:6][C:5]=1[C:12]1[N:13]([CH3:23])[C:14]2[C:19]([CH:20]=1)=[CH:18][CH:17]=[C:16]([O:21][CH3:22])[CH:15]=2)[CH3:2].[Cl:26]N1C(=O)CCC1=O.C(=O)(O)[O-].[Na+]. Product: [Cl:26][C:20]1[C:19]2[C:14](=[CH:15][C:16]([O:21][CH3:22])=[CH:17][CH:18]=2)[N:13]([CH3:23])[C:12]=1[C:5]1[CH:6]=[CH:7][C:8]([O:10][CH3:11])=[CH:9][C:4]=1[N:3]([CH2:1][CH3:2])[CH2:24][CH3:25]. The catalyst class is: 7. (4) Reactant: [OH:1][CH2:2][CH2:3][O:4][CH:5]1[CH2:10][CH2:9][CH:8]([N:11]2[C:16](=[O:17])[C:15]([CH2:18][C:19]3[CH:24]=[CH:23][C:22]([C:25]4[C:26]([C:31]#[N:32])=[CH:27][CH:28]=[CH:29][CH:30]=4)=[CH:21][CH:20]=3)=[C:14]([CH2:33][CH2:34][CH3:35])[N:13]3[N:36]=[CH:37][N:38]=[C:12]23)[CH2:7][CH2:6]1.[H-].[Na+].[CH3:41]N(C)C=O.CI. Product: [CH3:41][O:1][CH2:2][CH2:3][O:4][CH:5]1[CH2:10][CH2:9][CH:8]([N:11]2[C:16](=[O:17])[C:15]([CH2:18][C:19]3[CH:24]=[CH:23][C:22]([C:25]4[C:26]([C:31]#[N:32])=[CH:27][CH:28]=[CH:29][CH:30]=4)=[CH:21][CH:20]=3)=[C:14]([CH2:33][CH2:34][CH3:35])[N:13]3[N:36]=[CH:37][N:38]=[C:12]23)[CH2:7][CH2:6]1. The catalyst class is: 13. (5) Reactant: [I:1]I.[CH3:3][N:4]1[C:8]([C:9]([F:12])([F:11])[F:10])=[CH:7][C:6]([CH3:13])=[N:5]1. Product: [I:1][C:7]1[C:6]([CH3:13])=[N:5][N:4]([CH3:3])[C:8]=1[C:9]([F:10])([F:11])[F:12]. The catalyst class is: 65.